This data is from NCI-60 drug combinations with 297,098 pairs across 59 cell lines. The task is: Regression. Given two drug SMILES strings and cell line genomic features, predict the synergy score measuring deviation from expected non-interaction effect. (1) Drug 1: CC1=C(C=C(C=C1)NC2=NC=CC(=N2)N(C)C3=CC4=NN(C(=C4C=C3)C)C)S(=O)(=O)N.Cl. Drug 2: CN(CC1=CN=C2C(=N1)C(=NC(=N2)N)N)C3=CC=C(C=C3)C(=O)NC(CCC(=O)O)C(=O)O. Cell line: SW-620. Synergy scores: CSS=26.6, Synergy_ZIP=9.57, Synergy_Bliss=7.31, Synergy_Loewe=-29.5, Synergy_HSA=-0.887. (2) Drug 1: C1=NC(=NC(=O)N1C2C(C(C(O2)CO)O)O)N. Drug 2: CC(C)(C#N)C1=CC(=CC(=C1)CN2C=NC=N2)C(C)(C)C#N. Cell line: OVCAR3. Synergy scores: CSS=7.20, Synergy_ZIP=-3.13, Synergy_Bliss=-4.93, Synergy_Loewe=-3.43, Synergy_HSA=-3.41.